From a dataset of Forward reaction prediction with 1.9M reactions from USPTO patents (1976-2016). Predict the product of the given reaction. (1) Given the reactants [CH2:1]([O:8][C@H:9]1[C@H:14]([O:15][CH2:16][C:17]2[CH:22]=[CH:21][CH:20]=[CH:19][CH:18]=2)[C@H:13]([O:23][CH2:24][C:25]2[CH:30]=[CH:29][CH:28]=[CH:27][CH:26]=2)[C@@H:12](F)[O:11][C@@H:10]1[CH2:32][O:33][CH2:34][C:35]1[CH:40]=[CH:39][CH:38]=[CH:37][CH:36]=1)[C:2]1[CH:7]=[CH:6][CH:5]=[CH:4][CH:3]=1.[N:41]1[CH:46]=[CH:45][CH:44]=[CH:43][C:42]=1[SH:47].B(F)(F)F, predict the reaction product. The product is: [CH2:24]([O:23][C@H:13]1[C@@H:14]([O:15][CH2:16][C:17]2[CH:22]=[CH:21][CH:20]=[CH:19][CH:18]=2)[C@H:9]([O:8][CH2:1][C:2]2[CH:3]=[CH:4][CH:5]=[CH:6][CH:7]=2)[C@@H:10]([CH2:32][O:33][CH2:34][C:35]2[CH:36]=[CH:37][CH:38]=[CH:39][CH:40]=2)[O:11][C@@H:12]1[S:47][C:42]1[CH:43]=[CH:44][CH:45]=[CH:46][N:41]=1)[C:25]1[CH:26]=[CH:27][CH:28]=[CH:29][CH:30]=1. (2) Given the reactants C[O:2][C:3](=O)[CH2:4][N:5]([CH3:19])[C:6]1[C:15]([N+:16]([O-])=O)=[CH:14][C:9]([C:10]([O:12][CH3:13])=[O:11])=[CH:8][N:7]=1.P(OC1C=CC=CC=1)(OC1C=CC=CC=1)OC1C=CC=CC=1.[H][H], predict the reaction product. The product is: [CH3:19][N:5]1[CH2:4][C:3](=[O:2])[NH:16][C:15]2[CH:14]=[C:9]([C:10]([O:12][CH3:13])=[O:11])[CH:8]=[N:7][C:6]1=2. (3) The product is: [NH:17]1[CH:21]=[CH:20][N:19]=[C:18]1[C:22]([NH:1][C@H:2]1[CH2:7][CH2:6][N:5]([C:8]([O:10][C:11]([CH3:12])([CH3:13])[CH3:14])=[O:9])[CH2:4][C@H:3]1[O:15][CH3:16])=[O:23]. Given the reactants [NH2:1][C@H:2]1[CH2:7][CH2:6][N:5]([C:8]([O:10][C:11]([CH3:14])([CH3:13])[CH3:12])=[O:9])[CH2:4][C@H:3]1[O:15][CH3:16].[NH:17]1[CH:21]=[CH:20][N:19]=[C:18]1[C:22](O)=[O:23].CCN=C=NCCCN(C)C.Cl, predict the reaction product. (4) The product is: [Cl:1][C:2]1[C:3]([O:12][C:13]2[CH:18]=[C:17]([O:19][CH2:20][CH2:21][O:22][CH:23]([CH3:24])[CH3:25])[CH:16]=[CH:15][C:14]=2[CH2:26][CH2:27][CH2:28][O:29][C:34]2[CH:35]=[C:36]([CH2:37][CH2:38][C:39]([OH:41])=[O:40])[N:32]([CH2:30][CH3:31])[N:33]=2)=[N:4][CH:5]=[C:6]([C:8]([F:9])([F:11])[F:10])[CH:7]=1. Given the reactants [Cl:1][C:2]1[C:3]([O:12][C:13]2[CH:18]=[C:17]([O:19][CH2:20][CH2:21][O:22][CH:23]([CH3:25])[CH3:24])[CH:16]=[CH:15][C:14]=2[CH2:26][CH2:27][CH2:28][OH:29])=[N:4][CH:5]=[C:6]([C:8]([F:11])([F:10])[F:9])[CH:7]=1.[CH2:30]([N:32]1[C:36]([CH2:37][CH2:38][C:39]([O:41]CC)=[O:40])=[CH:35][C:34](O)=[N:33]1)[CH3:31].C(P(CCCC)CCCC)CCC.N(C(N1CCCCC1)=O)=NC(N1CCCCC1)=O.O1CCCC1CO.[OH-].[Na+].Cl, predict the reaction product. (5) Given the reactants [Cl:1][C:2]1[CH:3]=[C:4]([C:11]2[CH2:15][C:14]([C:20]3[CH:25]=[C:24]([Cl:26])[CH:23]=[C:22]([Cl:27])[CH:21]=3)([C:16]([F:19])([F:18])[F:17])[O:13][N:12]=2)[CH:5]=[CH:6][C:7]=1[CH:8](Cl)[CH3:9].[C:28]1(=[O:38])[NH:32][C:31](=[O:33])[C:30]2=[CH:34][CH:35]=[CH:36][CH:37]=[C:29]12.[K], predict the reaction product. The product is: [Cl:1][C:2]1[CH:3]=[C:4]([C:11]2[CH2:15][C:14]([C:20]3[CH:21]=[C:22]([Cl:27])[CH:23]=[C:24]([Cl:26])[CH:25]=3)([C:16]([F:19])([F:17])[F:18])[O:13][N:12]=2)[CH:5]=[CH:6][C:7]=1[CH:8]([N:32]1[C:31](=[O:33])[C:30]2=[CH:34][CH:35]=[CH:36][CH:37]=[C:29]2[C:28]1=[O:38])[CH3:9]. (6) Given the reactants Br[C:2]1[CH:7]=[CH:6][C:5]([N:8]2[CH2:13][CH2:12][S:11][CH2:10][CH2:9]2)=[CH:4][CH:3]=1.[CH3:14][C:15]1([CH3:22])[C:19]([CH3:21])([CH3:20])[O:18][BH:17][O:16]1.C(N(CC)CC)C.O, predict the reaction product. The product is: [CH3:14][C:15]1([CH3:22])[C:19]([CH3:21])([CH3:20])[O:18][B:17]([C:2]2[CH:7]=[CH:6][C:5]([N:8]3[CH2:13][CH2:12][S:11][CH2:10][CH2:9]3)=[CH:4][CH:3]=2)[O:16]1. (7) Given the reactants [O:1]([CH:19](C1CCCCC1C(O)C)[CH3:20])[Si:2]([C:15]([CH3:18])([CH3:17])[CH3:16])([C:9]1[CH:14]=[CH:13][CH:12]=[CH:11][CH:10]=1)[C:3]1[CH:8]=[CH:7][CH:6]=[CH:5][CH:4]=1.[C:43]1(P([C:43]2[CH:48]=[CH:47][CH:46]=[CH:45][CH:44]=2)[C:43]2[CH:48]=[CH:47][CH:46]=[CH:45][CH:44]=2)[CH:48]=[CH:47][CH:46]=[CH:45][CH:44]=1.N1[CH:53]=[CH:52]N=C1.[I:54]I, predict the reaction product. The product is: [C:15]([Si:2]([O:1][CH2:19][CH2:20][C:43]1([CH2:52][CH2:53][I:54])[CH2:44][CH2:45][CH2:46][CH2:47][CH2:48]1)([C:9]1[CH:10]=[CH:11][CH:12]=[CH:13][CH:14]=1)[C:3]1[CH:4]=[CH:5][CH:6]=[CH:7][CH:8]=1)([CH3:18])([CH3:17])[CH3:16].